Dataset: Full USPTO retrosynthesis dataset with 1.9M reactions from patents (1976-2016). Task: Predict the reactants needed to synthesize the given product. (1) Given the product [F:2][C:3]1[CH:4]=[CH:5][C:6]2[N:15]=[C:14]([N:16]3[CH2:27][CH2:26][NH:25][C@@H:24]([CH2:23][CH2:22][CH2:21][O:20][CH3:19])[CH2:29]3)[C:13]3[CH:12]=[C:11]([CH3:17])[S:10][C:9]=3[NH:8][C:7]=2[CH:18]=1, predict the reactants needed to synthesize it. The reactants are: Cl.[F:2][C:3]1[CH:4]=[CH:5][C:6]2[N:15]=[C:14]([NH2:16])[C:13]3[CH:12]=[C:11]([CH3:17])[S:10][C:9]=3[NH:8][C:7]=2[CH:18]=1.[CH3:19][O:20][CH2:21][CH2:22][CH2:23][C@H:24]1[CH2:29]N[CH2:27][CH2:26][NH:25]1.C(N(C(C)C)CC)(C)C. (2) Given the product [Cl:15][C:9]1[CH:8]=[CH:7][N:6]=[C:5]2[NH:1][CH:2]=[CH:3][C:4]=12, predict the reactants needed to synthesize it. The reactants are: [NH:1]1[C:5]2=[N+:6]([O-])[CH:7]=[CH:8][CH:9]=[C:4]2[CH:3]=[CH:2]1.CS([Cl:15])(=O)=O.[OH-].[Na+]. (3) Given the product [CH2:20]([O:22][C:23]1[CH:24]=[C:25]([CH:26]2[C:7]([C:1]3[CH:6]=[CH:5][CH:4]=[CH:3][CH:2]=3)=[C:8]([C:10]3[CH:15]=[CH:14][C:13]([C:16]([F:19])([F:18])[F:17])=[CH:12][CH:11]=3)[NH:38][C:36](=[O:37])[NH:35]2)[CH:28]=[C:29]([N+:32]([O-:34])=[O:33])[C:30]=1[OH:31])[CH3:21], predict the reactants needed to synthesize it. The reactants are: [C:1]1([CH2:7][C:8]([C:10]2[CH:15]=[CH:14][C:13]([C:16]([F:19])([F:18])[F:17])=[CH:12][CH:11]=2)=O)[CH:6]=[CH:5][CH:4]=[CH:3][CH:2]=1.[CH2:20]([O:22][C:23]1[CH:24]=[C:25]([CH:28]=[C:29]([N+:32]([O-:34])=[O:33])[C:30]=1[OH:31])[CH:26]=O)[CH3:21].[NH2:35][C:36]([NH2:38])=[O:37].Cl.